Dataset: Forward reaction prediction with 1.9M reactions from USPTO patents (1976-2016). Task: Predict the product of the given reaction. (1) The product is: [CH:1]1([CH:7]([NH:21][C:22]2[CH:23]=[CH:24][C:25]([C:26]([N:32]([CH3:31])[CH2:33][CH2:34][C:35]([OH:37])=[O:36])=[O:27])=[CH:29][CH:30]=2)[C:8]2[CH:12]=[C:11]([CH:13]3[CH2:14][CH2:15][O:16][CH2:17][CH2:18]3)[S:10][C:9]=2[CH2:19][CH3:20])[CH2:6][CH2:5][CH2:4][CH2:3][CH2:2]1. Given the reactants [CH:1]1([CH:7]([NH:21][C:22]2[CH:30]=[CH:29][C:25]([C:26](O)=[O:27])=[CH:24][CH:23]=2)[C:8]2[CH:12]=[C:11]([CH:13]3[CH2:18][CH2:17][O:16][CH2:15][CH2:14]3)[S:10][C:9]=2[CH2:19][CH3:20])[CH2:6][CH2:5][CH2:4][CH2:3][CH2:2]1.[CH3:31][NH:32][CH2:33][CH2:34][C:35]([O:37]CC)=[O:36].O.ON1C2C=CC=CC=2N=N1.Cl.C(N=C=NCCCN(C)C)C.[Cl-].[NH4+].[OH-].[Na+], predict the reaction product. (2) Given the reactants Br[C:2]1[C:7]2[O:8][C:9](SC)=[N:10][C:6]=2[CH:5]=[CH:4][N:3]=1.[CH3:13][O:14][C:15]1[CH:16]=[C:17]([CH:19]=[C:20]([O:24][CH3:25])[C:21]=1[O:22][CH3:23])[NH2:18], predict the reaction product. The product is: [NH2:18][C:17]1[CH:19]=[CH:20][C:21]([C:2]2[C:7]3[O:8][C:9]([NH:18][C:17]4[CH:19]=[C:20]([O:24][CH3:25])[C:21]([O:22][CH3:23])=[C:15]([O:14][CH3:13])[CH:16]=4)=[N:10][C:6]=3[CH:5]=[CH:4][N:3]=2)=[CH:15][CH:16]=1. (3) Given the reactants Br[C:2]1[CH:7]=[CH:6][CH:5]=[CH:4][N:3]=1.[Li]CCCC.[F:13][C:14]1[CH:19]=[CH:18][C:17]([N:20]2[C:24]3[CH:25]=[C:26]4[C@:31]([C:33](OC)=[O:34])([CH2:32][C:23]=3[CH:22]=[N:21]2)[CH2:30][N:29]([C:37]([O:39][C:40]([CH3:43])([CH3:42])[CH3:41])=[O:38])[CH2:28][CH2:27]4)=[CH:16][CH:15]=1, predict the reaction product. The product is: [F:13][C:14]1[CH:19]=[CH:18][C:17]([N:20]2[C:24]3[CH:25]=[C:26]4[C@:31]([C:33](=[O:34])[C:2]5[CH:7]=[CH:6][CH:5]=[CH:4][N:3]=5)([CH2:32][C:23]=3[CH:22]=[N:21]2)[CH2:30][N:29]([C:37]([O:39][C:40]([CH3:42])([CH3:41])[CH3:43])=[O:38])[CH2:28][CH2:27]4)=[CH:16][CH:15]=1.